This data is from Catalyst prediction with 721,799 reactions and 888 catalyst types from USPTO. The task is: Predict which catalyst facilitates the given reaction. (1) Reactant: [NH2:1][C:2]1[C:11]2[C:6](=[CH:7][CH:8]=[CH:9][C:10]=2[O:12][C:13]2[CH:18]=[CH:17][C:16]([O:19][CH3:20])=[CH:15][CH:14]=2)[N:5]=[CH:4][N:3]=1.[Br:21][C:22]1[CH:23]=[C:24]([N:28]=[C:29]=[O:30])[CH:25]=[CH:26][CH:27]=1. Product: [CH3:20][O:19][C:16]1[CH:17]=[CH:18][C:13]([O:12][C:10]2[CH:9]=[CH:8][CH:7]=[C:6]3[C:11]=2[C:2]([NH:1][C:29]([NH:28][C:24]2[CH:25]=[CH:26][CH:27]=[C:22]([Br:21])[CH:23]=2)=[O:30])=[N:3][CH:4]=[N:5]3)=[CH:14][CH:15]=1. The catalyst class is: 4. (2) Reactant: Cl.[NH2:2][CH2:3][C:4]1[CH:9]=[CH:8][C:7]([C:10]2[C:11]([C:17]([O:19][CH3:20])=[O:18])=[C:12]([F:16])[CH:13]=[CH:14][CH:15]=2)=[CH:6][C:5]=1[F:21].[OH:22][C:23]1[CH:24]=[C:25]([CH:29]=[CH:30][CH:31]=1)[C:26](O)=[O:27].O.ON1C2C=CC=CC=2N=N1.C(N(CC)CC)C.Cl.CN(C)CCCN=C=NCC. Product: [F:16][C:12]1[CH:13]=[CH:14][CH:15]=[C:10]([C:7]2[CH:8]=[CH:9][C:4]([CH2:3][NH:2][C:26](=[O:27])[C:25]3[CH:29]=[CH:30][CH:31]=[C:23]([OH:22])[CH:24]=3)=[C:5]([F:21])[CH:6]=2)[C:11]=1[C:17]([O:19][CH3:20])=[O:18]. The catalyst class is: 56. (3) Reactant: Cl[C:2]1[C:8]2[CH:9]=[CH:10][CH:11]=[CH:12][C:7]=2[O:6][C:5]2[CH:13]=[CH:14][CH:15]=[CH:16][C:4]=2[N:3]=1.C1COCC1.[C:22]1([Mg]Br)[CH:27]=[CH:26][CH:25]=[CH:24][CH:23]=1. Product: [C:22]1([C:2]2[C:8]3[CH:9]=[CH:10][CH:11]=[CH:12][C:7]=3[O:6][C:5]3[CH:13]=[CH:14][CH:15]=[CH:16][C:4]=3[N:3]=2)[CH:27]=[CH:26][CH:25]=[CH:24][CH:23]=1. The catalyst class is: 60. (4) Reactant: CN(C)C=O.F[C:7]1[CH:15]=[CH:14][C:10]([C:11]([OH:13])=[O:12])=[CH:9][C:8]=1[C:16]([F:19])([F:18])[F:17].[H-].[Na+].Cl.[CH:23]([OH:26])([CH3:25])[CH3:24]. Product: [CH:23]([O:26][C:7]1[CH:15]=[CH:14][C:10]([C:11]([OH:13])=[O:12])=[CH:9][C:8]=1[C:16]([F:19])([F:18])[F:17])([CH3:25])[CH3:24]. The catalyst class is: 4.